Dataset: Reaction yield outcomes from USPTO patents with 853,638 reactions. Task: Predict the reaction yield, written as a fraction of the theoretical maximum amount of product (1.0 means a 100% yield; for example, 0.34 means a 34% yield). The reactants are I[C:2]1[CH:7]=[CH:6][C:5]([C:8]2[CH:13]=[CH:12][C:11]([I:14])=[CH:10][CH:9]=2)=[CH:4][CH:3]=1.[CH:15]1[C:27]2[NH:26][C:25]3[C:20](=[CH:21][CH:22]=[CH:23][CH:24]=3)[C:19]=2[CH:18]=[CH:17][CH:16]=1.C1OCCOCCOCCOCCOCCOC1.C(=O)([O-])[O-].[K+].[K+]. The catalyst is [Cu]I.O.CN1CCCN(C)C1=O. The product is [I:14][C:11]1[CH:12]=[CH:13][C:8]([C:5]2[CH:6]=[CH:7][C:2]([N:26]3[C:27]4[CH:15]=[CH:16][CH:17]=[CH:18][C:19]=4[C:20]4[C:25]3=[CH:24][CH:23]=[CH:22][CH:21]=4)=[CH:3][CH:4]=2)=[CH:9][CH:10]=1. The yield is 0.890.